Dataset: Forward reaction prediction with 1.9M reactions from USPTO patents (1976-2016). Task: Predict the product of the given reaction. (1) Given the reactants C(OC(=O)[NH:7][CH2:8][CH:9]1[CH2:14][CH2:13][CH2:12][CH:11]([C:15](=[O:29])[NH:16][C:17]2[CH:26]=[CH:25][CH:24]=[C:23]3[C:18]=2[CH:19]=[C:20]([O:27][CH3:28])[CH:21]=[N:22]3)[CH2:10]1)(C)(C)C.B(F)(F)F.CCOCC, predict the reaction product. The product is: [CH3:28][O:27][C:20]1[CH:21]=[N:22][C:23]2[C:18]([CH:19]=1)=[C:17]([NH:16][C:15]([CH:11]1[CH2:12][CH2:13][CH2:14][CH:9]([CH2:8][NH2:7])[CH2:10]1)=[O:29])[CH:26]=[CH:25][CH:24]=2. (2) Given the reactants C(OC(=O)[NH:7][C@H:8]([C@@H:29]1[O:33]C(=O)[N:31]([C:35]2([C:38]3[CH:43]=[CH:42][CH:41]=[C:40]([C:44]([CH3:47])([CH3:46])[CH3:45])[CH:39]=3)[CH2:37][CH2:36]2)[CH2:30]1)[CH2:9][C:10]1[CH:15]=[CH:14][C:13]([NH:16][C:17]2[CH:21]=[C:20]([C:22]3[CH:27]=[CH:26][C:25]([F:28])=[CH:24][CH:23]=3)[O:19][N:18]=2)=[CH:12][CH:11]=1)(C)(C)C.O([Si](C)(C)C)[K], predict the reaction product. The product is: [NH2:7][C@@H:8]([CH2:9][C:10]1[CH:15]=[CH:14][C:13]([NH:16][C:17]2[CH:21]=[C:20]([C:22]3[CH:23]=[CH:24][C:25]([F:28])=[CH:26][CH:27]=3)[O:19][N:18]=2)=[CH:12][CH:11]=1)[C@H:29]([OH:33])[CH2:30][NH:31][C:35]1([C:38]2[CH:43]=[CH:42][CH:41]=[C:40]([C:44]([CH3:47])([CH3:46])[CH3:45])[CH:39]=2)[CH2:37][CH2:36]1. (3) Given the reactants [Cl:1][C:2]1[N:7]=[C:6](Cl)[C:5]([CH3:9])=[CH:4][N:3]=1.[NH3:10].C([O-])(O)=O.[Na+], predict the reaction product. The product is: [Cl:1][C:2]1[N:7]=[C:6]([NH2:10])[C:5]([CH3:9])=[CH:4][N:3]=1. (4) Given the reactants Br[C:2](Br)=[CH:3][CH:4]([CH2:9][CH3:10])[CH2:5][CH2:6][CH2:7][CH3:8].C([Li])CCC.O, predict the reaction product. The product is: [CH2:9]([CH:4]([CH2:5][CH2:6][CH2:7][CH3:8])[C:3]#[CH:2])[CH3:10]. (5) Given the reactants CI.[H-].[Na+].[OH:5][CH2:6][C@@H:7]1[CH2:11][O:10][C:9](C)(C)[N:8]1[C:14]([O:16][C:17]([CH3:20])([CH3:19])[CH3:18])=[O:15].FC(F)(F)C(O)=O, predict the reaction product. The product is: [OH:5][CH2:6][C@H:7]([NH:8][C:14](=[O:15])[O:16][C:17]([CH3:19])([CH3:18])[CH3:20])[CH2:11][O:10][CH3:9]. (6) Given the reactants [C:1]([O:5][C:6]([N:8]1[CH2:13][C@H:12]([CH2:14][N:15]2[CH2:19][CH2:18][C@@H:17]([F:20])[CH2:16]2)[N:11]([CH2:21][C:22]([O:24]CC2C=CC=CC=2)=[O:23])[CH2:10][C@H:9]1[CH3:32])=[O:7])([CH3:4])([CH3:3])[CH3:2], predict the reaction product. The product is: [C:1]([O:5][C:6]([N:8]1[CH2:13][C@H:12]([CH2:14][N:15]2[CH2:19][CH2:18][C@@H:17]([F:20])[CH2:16]2)[N:11]([CH2:21][C:22]([OH:24])=[O:23])[CH2:10][C@H:9]1[CH3:32])=[O:7])([CH3:4])([CH3:2])[CH3:3]. (7) Given the reactants [F:1][C:2]1[CH:3]=[C:4]2[C:9](=[N:10][C:11]=1[N:12]1[CH2:16][C:15](=[N:17][O:18][CH3:19])[CH:14](CN/C(/C)=C\C(OCC)=O)[CH2:13]1)[N:8]([CH:30]1[CH2:32][CH2:31]1)[CH:7]=[C:6]([C:33]([OH:35])=[O:34])[C:5]2=[O:36].[CH3:37][S:38]([OH:41])(=[O:40])=[O:39], predict the reaction product. The product is: [OH2:18].[S:38]([OH:41])(=[O:40])(=[O:39])[CH3:37].[NH2:8][CH2:7][CH2:6][CH:14]1[CH2:13][N:12]([C:11]2[N:10]=[C:9]3[C:4]([C:5](=[O:36])[C:6]([C:33]([OH:35])=[O:34])=[CH:7][N:8]3[CH:30]3[CH2:31][CH2:32]3)=[CH:3][C:2]=2[F:1])[CH2:16]/[C:15]/1=[N:17]\[O:18][CH3:19].[OH2:18].[OH2:18].[NH2:10][CH2:9][CH2:4][CH:14]1[CH2:13][N:12]([C:11]2[N:10]=[C:9]3[C:4]([C:5](=[O:36])[C:6]([C:33]([OH:35])=[O:34])=[CH:7][N:8]3[CH:30]3[CH2:31][CH2:32]3)=[CH:3][C:2]=2[F:1])[CH2:16]/[C:15]/1=[N:17]\[O:18][CH3:19].[S:38]([OH:41])(=[O:40])(=[O:39])[CH3:37]. (8) Given the reactants C(O)(C(F)(F)F)=O.[F:8][C:9]1[CH:14]=[CH:13][C:12]([C:15]2[C:23]3[C:18](=[CH:19][CH:20]=[C:21]([C:24]4[C:25]([N:44]([CH3:49])[S:45]([CH3:48])(=[O:47])=[O:46])=[CH:26][C:27]5[O:31][C:30]([C:32]6[CH:37]=[CH:36][C:35]([F:38])=[CH:34][CH:33]=6)=[C:29]([C:39](=[O:42])[NH:40][CH3:41])[C:28]=5[CH:43]=4)[CH:22]=3)[N:17](C(OC(C)(C)C)=O)[N:16]=2)=[CH:11][CH:10]=1, predict the reaction product. The product is: [F:38][C:35]1[CH:36]=[CH:37][C:32]([C:30]2[O:31][C:27]3[CH:26]=[C:25]([N:44]([CH3:49])[S:45]([CH3:48])(=[O:46])=[O:47])[C:24]([C:21]4[CH:22]=[C:23]5[C:18](=[CH:19][CH:20]=4)[NH:17][N:16]=[C:15]5[C:12]4[CH:11]=[CH:10][C:9]([F:8])=[CH:14][CH:13]=4)=[CH:43][C:28]=3[C:29]=2[C:39]([NH:40][CH3:41])=[O:42])=[CH:33][CH:34]=1.